This data is from Full USPTO retrosynthesis dataset with 1.9M reactions from patents (1976-2016). The task is: Predict the reactants needed to synthesize the given product. (1) Given the product [CH2:45]([C:2]1[CH:7]=[CH:6][C:5]([NH:8][C:9]([C:11]2[CH:21]=[CH:20][C:14]3[O:15][C:16]([F:19])([F:18])[O:17][C:13]=3[CH:12]=2)=[O:10])=[CH:4][C:3]=1[C:22](=[O:44])[NH:23][C:24]1[CH:25]=[N:26][C:27]([NH:30][C:31]2[CH:36]=[CH:35][C:34]([N:37]3[CH2:42][CH2:41][N:40]([CH3:43])[CH2:39][CH2:38]3)=[CH:33][CH:32]=2)=[N:28][CH:29]=1)[CH3:46], predict the reactants needed to synthesize it. The reactants are: Cl[C:2]1[CH:7]=[CH:6][C:5]([NH:8][C:9]([C:11]2[CH:21]=[CH:20][C:14]3[O:15][C:16]([F:19])([F:18])[O:17][C:13]=3[CH:12]=2)=[O:10])=[CH:4][C:3]=1[C:22](=[O:44])[NH:23][C:24]1[CH:25]=[N:26][C:27]([NH:30][C:31]2[CH:36]=[CH:35][C:34]([N:37]3[CH2:42][CH2:41][N:40]([CH3:43])[CH2:39][CH2:38]3)=[CH:33][CH:32]=2)=[N:28][CH:29]=1.[CH:45]1(P(C2CCCCC2)C2C=CC=CC=2C2C(OC)=CC=CC=2OC)CCCC[CH2:46]1.P([O-])([O-])([O-])=O.[K+].[K+].[K+].C(B(CC)CC)C. (2) Given the product [C:35]([C:37]1[CH:42]=[CH:41][C:40]([C:14]2[CH:15]=[C:10]([CH:5]([CH2:6][CH:7]([CH3:9])[CH3:8])[C:4]([OH:34])=[O:3])[CH:11]=[C:12]([C:24]3[CH:25]=[CH:26][C:27]([C:30]([F:31])([F:32])[F:33])=[CH:28][CH:29]=3)[CH:13]=2)=[CH:39][CH:38]=1)#[N:36], predict the reactants needed to synthesize it. The reactants are: C([O:3][C:4](=[O:34])[CH:5]([C:10]1[CH:11]=[C:12]([C:24]2[CH:29]=[CH:28][C:27]([C:30]([F:33])([F:32])[F:31])=[CH:26][CH:25]=2)[CH:13]=[C:14](OS(C(F)(F)F)(=O)=O)[CH:15]=1)[CH2:6][CH:7]([CH3:9])[CH3:8])C.[C:35]([C:37]1[CH:42]=[CH:41][C:40](B(O)O)=[CH:39][CH:38]=1)#[N:36]. (3) Given the product [Cl:19][C:15]1[C:14]([CH3:20])=[C:13]([CH2:12][N:7]2[C:6]3[CH:5]=[C:4]([N:21]4[CH2:26][CH2:25][O:24][CH2:23][CH2:22]4)[CH:3]=[C:2]([B:31]([OH:32])[OH:30])[C:10]=3[N:9]=[C:8]2[CH3:11])[CH:18]=[CH:17][CH:16]=1, predict the reactants needed to synthesize it. The reactants are: Br[C:2]1[C:10]2[N:9]=[C:8]([CH3:11])[N:7]([CH2:12][C:13]3[CH:18]=[CH:17][CH:16]=[C:15]([Cl:19])[C:14]=3[CH3:20])[C:6]=2[CH:5]=[C:4]([N:21]2[CH2:26][CH2:25][O:24][CH2:23][CH2:22]2)[CH:3]=1.C([O:30][B:31]1OC(C)(C)C(C)(C)[O:32]1)(C)C. (4) Given the product [N+:12]([C:15]1[CH:22]=[CH:21][C:18]([CH2:19][C:2]([CH2:19][C:18]2[CH:21]=[CH:22][C:15]([N+:12]([O-:13])=[O:23])=[CH:16][CH:17]=2)([C:1]([O:8][CH3:9])=[O:7])[C:3]([O:5][CH3:6])=[O:4])=[CH:17][CH:16]=1)([O-:14])=[O:13], predict the reactants needed to synthesize it. The reactants are: [C:1]([O:8][CH3:9])(=[O:7])[CH2:2][C:3]([O:5][CH3:6])=[O:4].[H-].[Na+].[N+:12]([C:15]1[CH:22]=[CH:21][C:18]([CH2:19]Br)=[CH:17][CH:16]=1)([O-:14])=[O:13].[OH2:23]. (5) Given the product [CH3:1][O:2][C:3]([C:5]1[S:6][C:7]([C:29]#[C:30][C:31]([CH3:34])([CH3:33])[CH3:32])=[CH:8][C:9]=1[N:10]1[C@H:15]([CH:16]2[CH2:21][CH2:20][CH2:19][CH2:18][CH2:17]2)[CH2:14][O:13][C@@:12]([CH2:23][CH2:24][OH:27])([CH3:22])[C:11]1=[O:28])=[O:4], predict the reactants needed to synthesize it. The reactants are: [CH3:1][O:2][C:3]([C:5]1[S:6][C:7]([C:29]#[C:30][C:31]([CH3:34])([CH3:33])[CH3:32])=[CH:8][C:9]=1[N:10]1[C@H:15]([CH:16]2[CH2:21][CH2:20][CH2:19][CH2:18][CH2:17]2)[CH2:14][O:13][C@@:12]([CH2:23][CH:24]([OH:27])CO)([CH3:22])[C:11]1=[O:28])=[O:4].O.I([O-])(=O)(=O)=O.[Na+].[BH4-].[Na+]. (6) Given the product [OH:6][C:4]([C:7]1[CH:8]=[CH:9][C:10]([S:13]([NH:16][C:17]2[N:21]([C:22]3[CH:31]=[CH:30][CH:29]=[C:28]4[C:23]=3[CH:24]=[CH:25][CH:26]=[N:27]4)[N:20]=[C:19]([CH3:32])[CH:18]=2)(=[O:15])=[O:14])=[CH:11][CH:12]=1)([CH3:34])[CH3:5], predict the reactants needed to synthesize it. The reactants are: C[Mg]Br.[C:4]([C:7]1[CH:12]=[CH:11][C:10]([S:13]([NH:16][C:17]2[N:21]([C:22]3[CH:31]=[CH:30][CH:29]=[C:28]4[C:23]=3[CH:24]=[CH:25][CH:26]=[N:27]4)[N:20]=[C:19]([CH3:32])[CH:18]=2)(=[O:15])=[O:14])=[CH:9][CH:8]=1)(=[O:6])[CH3:5].Cl[CH2:34]Cl.CO. (7) Given the product [NH:36]1[CH2:37][CH2:38][N:34]=[C:35]1[C:39]1[CH:40]=[CH:41][C:42]([CH2:43][CH2:44][N:45]2[CH:49]=[C:48]([CH2:50][C@H:51]3[N:56]([S:57]([C:60]4[CH:66]=[CH:65][C:63]([CH3:64])=[CH:62][CH:61]=4)(=[O:59])=[O:58])[CH2:55][CH2:54][NH:53][C:52]3=[O:67])[N:47]=[N:46]2)=[CH:68][CH:69]=1, predict the reactants needed to synthesize it. The reactants are: O=C1NCCN(S(C2C=CC(C)=CC=2)(=O)=O)[C@@H]1CC1N=NN(CCC2C=CC(C#N)=CC=2)C=1.[NH:34]1[CH2:38][CH2:37][N:36]=[C:35]1[C:39]1[CH:69]=[CH:68][C:42]([CH2:43][CH2:44][N:45]2[CH:49]=[C:48]([CH2:50][C@H:51]3[N:56]([S:57]([C:60]4[CH:66]=[CH:65][C:63]([CH3:64])=[CH:62][CH:61]=4)(=[O:59])=[O:58])[CH2:55][CH2:54][NH:53][C:52]3=[O:67])[N:47]=[N:46]2)=[CH:41][CH:40]=1.C(N)CN. (8) The reactants are: C(OC(=O)[NH:7][C@@H:8]([C@H:10]([C:13]1[O:14][CH:15]=[C:16]([C:18](=[O:20])[NH2:19])[N:17]=1)[CH2:11][CH3:12])[CH3:9])(C)(C)C.[ClH:22]. Given the product [ClH:22].[NH2:7][C@@H:8]([C@H:10]([C:13]1[O:14][CH:15]=[C:16]([C:18]([NH2:19])=[O:20])[N:17]=1)[CH2:11][CH3:12])[CH3:9], predict the reactants needed to synthesize it.